This data is from Full USPTO retrosynthesis dataset with 1.9M reactions from patents (1976-2016). The task is: Predict the reactants needed to synthesize the given product. Given the product [C:10]([O:9][C:7]([NH:6][CH2:5][CH:4]([C:14]1[CH:19]=[CH:18][C:17]([Cl:20])=[C:16]([Cl:21])[CH:15]=1)[C:3]([OH:22])=[O:2])=[O:8])([CH3:13])([CH3:11])[CH3:12], predict the reactants needed to synthesize it. The reactants are: C[O:2][C:3](=[O:22])[CH:4]([C:14]1[CH:19]=[CH:18][C:17]([Cl:20])=[C:16]([Cl:21])[CH:15]=1)[CH2:5][NH:6][C:7]([O:9][C:10]([CH3:13])([CH3:12])[CH3:11])=[O:8].[OH-].[Li+].